From a dataset of Forward reaction prediction with 1.9M reactions from USPTO patents (1976-2016). Predict the product of the given reaction. (1) The product is: [C:26]([O:30][C:24](=[O:34])[NH:21][C:5]1[C:6]([O:8][C:9]2[CH:14]=[CH:13][CH:12]=[CH:11][C:10]=2[CH3:15])=[N:7][C:2]([CH3:1])=[N:3][CH:4]=1)([CH3:29])([CH3:28])[CH3:27]. Given the reactants [CH3:1][C:2]1[N:7]=[C:6]([O:8][C:9]2[CH:14]=[CH:13][CH:12]=[CH:11][C:10]=2[CH3:15])[C:5](C(O)=O)=[CH:4][N:3]=1.C([N:21]([CH2:24]C)CC)C.[C:26]([OH:30])([CH3:29])([CH3:28])[CH3:27].C1C[O:34]CC1, predict the reaction product. (2) The product is: [F:21][C:5]1[C:6]([NH:8][C@H:9]2[CH:14]3[CH2:15][CH2:16][CH:11]([CH2:12][CH2:13]3)[C@@H:10]2[C:17]([O:19][CH3:20])=[O:18])=[N:7][C:2]([C:32]2[C:26]3[C:27](=[N:28][CH:29]=[C:24]([F:23])[CH:25]=3)[N:30]([S:42]([C:45]3[CH:50]=[CH:49][C:48]([CH3:51])=[CH:47][CH:46]=3)(=[O:43])=[O:44])[CH:31]=2)=[C:3]([F:22])[CH:4]=1. Given the reactants Br[C:2]1[N:7]=[C:6]([NH:8][C@H:9]2[CH:14]3[CH2:15][CH2:16][CH:11]([CH2:12][CH2:13]3)[C@@H:10]2[C:17]([O:19][CH3:20])=[O:18])[C:5]([F:21])=[CH:4][C:3]=1[F:22].[F:23][C:24]1[CH:25]=[C:26]2[C:32](B3OC(C)(C)C(C)(C)O3)=[CH:31][N:30]([S:42]([C:45]3[CH:50]=[CH:49][C:48]([CH3:51])=[CH:47][CH:46]=3)(=[O:44])=[O:43])[C:27]2=[N:28][CH:29]=1.C1COCC1.C([O-])([O-])=O.[Na+].[Na+], predict the reaction product. (3) The product is: [ClH:1].[ClH:18].[NH:20]1[C:24]2=[N:25][CH:26]=[CH:27][C:28]([O:29][C:30]3[CH:35]=[CH:34][C:33]([NH:36][C:11]4[N:12]=[CH:13][CH:14]=[CH:15][C:10]=4[C:9]([NH:8][C:3]4[CH:4]=[CH:5][CH:6]=[CH:7][C:2]=4[Cl:1])=[O:17])=[CH:32][C:31]=3[F:53])=[C:23]2[CH:22]=[CH:21]1. Given the reactants [Cl:1][C:2]1[CH:7]=[CH:6][CH:5]=[CH:4][C:3]=1[NH:8][C:9](=[O:17])[C:10]1[CH:15]=[CH:14][CH:13]=[N:12][C:11]=1F.[ClH:18].Cl.[NH:20]1[C:24]2=[N:25][CH:26]=[CH:27][C:28]([O:29][C:30]3[CH:35]=[CH:34][C:33]([NH:36]C4N=CC=CC=4C(NC4C=CC=CC=4C)=O)=[CH:32][C:31]=3[F:53])=[C:23]2[CH:22]=[CH:21]1, predict the reaction product.